This data is from Catalyst prediction with 721,799 reactions and 888 catalyst types from USPTO. The task is: Predict which catalyst facilitates the given reaction. (1) Reactant: [CH3:1][NH:2][CH2:3][C:4]1[CH:9]=[CH:8][CH:7]=[CH:6][CH:5]=1.N#N.Br[CH2:13][CH2:14][CH2:15][CH2:16][CH2:17][CH2:18][CH2:19][CH3:20]. Product: [CH2:3]([N:2]([CH2:13][CH2:14][CH2:15][CH2:16][CH2:17][CH2:18][CH2:19][CH3:20])[CH3:1])[C:4]1[CH:9]=[CH:8][CH:7]=[CH:6][CH:5]=1. The catalyst class is: 10. (2) Product: [Si:62]([O:1][CH2:2][C:3]1([CH2:7][O:8][C@H:9]2[CH2:14][CH2:13][C@H:12]([N:15]3[C:20](=[O:21])[C:19]([CH2:22][C:23]4[CH:24]=[CH:25][C:26]([C:29]5[C:30]([C:35]#[N:36])=[CH:31][CH:32]=[CH:33][CH:34]=5)=[CH:27][CH:28]=4)=[C:18]([CH2:37][CH2:38][CH3:39])[N:17]4[N:40]=[CH:41][N:42]=[C:16]34)[CH2:11][CH2:10]2)[CH2:4][CH2:5][CH2:6]1)([C:65]([CH3:68])([CH3:67])[CH3:66])([CH3:64])[CH3:63]. Reactant: [OH:1][CH2:2][C:3]1([CH2:7][O:8][C@H:9]2[CH2:14][CH2:13][C@H:12]([N:15]3[C:20](=[O:21])[C:19]([CH2:22][C:23]4[CH:28]=[CH:27][C:26]([C:29]5[C:30]([C:35]#[N:36])=[CH:31][CH:32]=[CH:33][CH:34]=5)=[CH:25][CH:24]=4)=[C:18]([CH2:37][CH2:38][CH3:39])[N:17]4[N:40]=[CH:41][N:42]=[C:16]34)[CH2:11][CH2:10]2)[CH2:6][CH2:5][CH2:4]1.N1C(C)=CC=CC=1C.O1CCCC1.FC(F)(F)S(O[Si:62]([C:65]([CH3:68])([CH3:67])[CH3:66])([CH3:64])[CH3:63])(=O)=O. The catalyst class is: 13. (3) Reactant: [CH3:1][O:2][C:3](=[O:23])[NH:4][CH2:5][C@H:6]([CH2:11][C:12](=[O:22])[NH:13][C@H](C1C=CC=CC=1)C)[CH2:7][CH:8]([CH3:10])[CH3:9].O1CCCC1.N.[Na]. Product: [CH3:1][O:2][C:3](=[O:23])[NH:4][CH2:5][C@H:6]([CH2:11][C:12](=[O:22])[NH2:13])[CH2:7][CH:8]([CH3:9])[CH3:10]. The catalyst class is: 6. (4) Reactant: [B:1]([C:4]1[CH:12]=[CH:11][C:7]([C:8]([OH:10])=O)=[CH:6][CH:5]=1)([OH:3])[OH:2].CCN=C=NCCCN(C)C.[NH2:24][CH2:25][CH2:26][NH:27][C:28](=[O:54])[CH2:29][C@@H:30]1[N:36]=[C:35]([C:37]2[CH:42]=[CH:41][C:40]([Cl:43])=[CH:39][CH:38]=2)[C:34]2[CH:44]=[C:45]([O:48][CH3:49])[CH:46]=[CH:47][C:33]=2[N:32]2[C:50]([CH3:53])=[N:51][N:52]=[C:31]12. Product: [Cl:43][C:40]1[CH:41]=[CH:42][C:37]([C:35]2[C:34]3[CH:44]=[C:45]([O:48][CH3:49])[CH:46]=[CH:47][C:33]=3[N:32]3[C:50]([CH3:53])=[N:51][N:52]=[C:31]3[C@H:30]([CH2:29][C:28]([NH:27][CH2:26][CH2:25][NH:24][C:8]([C:7]3[CH:6]=[CH:5][C:4]([B:1]([OH:2])[OH:3])=[CH:12][CH:11]=3)=[O:10])=[O:54])[N:36]=2)=[CH:38][CH:39]=1. The catalyst class is: 64.